Predict the reactants needed to synthesize the given product. From a dataset of Full USPTO retrosynthesis dataset with 1.9M reactions from patents (1976-2016). (1) Given the product [C:1]([O:5][C:6]([C@:8]1([NH:18][C:21]([O:44][CH2:43][CH2:42][Si:41]([CH3:46])([CH3:45])[CH3:40])=[O:30])[CH2:10][C@@H:9]1[CH2:11][CH3:12])=[O:7])([CH3:2])([CH3:3])[CH3:4], predict the reactants needed to synthesize it. The reactants are: [C:1]([O:5][C:6]([C:8]1(C(O)=O)[CH2:10][CH:9]1[CH2:11][CH3:12])=[O:7])([CH3:4])([CH3:3])[CH3:2].C([N:18]([CH2:21]C)CC)C.C1C=CC(P(N=[N+]=[N-])(C2C=CC=CC=2)=[O:30])=CC=1.[CH3:40][Si:41]([CH3:46])([CH3:45])[CH2:42][CH2:43][OH:44]. (2) Given the product [CH2:7]([O:14][C:15]1[CH:20]=[CH:19][C:18]([CH2:21][CH:22]([NH2:24])[CH3:23])=[CH:17][C:16]=1[O:27][CH3:28])[C:8]1[CH:13]=[CH:12][CH:11]=[CH:10][CH:9]=1, predict the reactants needed to synthesize it. The reactants are: [H-].[Al+3].[Li+].[H-].[H-].[H-].[CH2:7]([O:14][C:15]1[CH:20]=[CH:19][C:18]([CH:21]=[C:22]([N+:24]([O-])=O)[CH3:23])=[CH:17][C:16]=1[O:27][CH3:28])[C:8]1[CH:13]=[CH:12][CH:11]=[CH:10][CH:9]=1.[OH-].[Na+]. (3) Given the product [CH3:1][O:2][C:3]1[CH:4]=[C:5]2[C:14](=[CH:15][CH:16]=1)[N:13]=[CH:12][C:11]1[S:10][CH2:9][CH:8]([N:17]3[CH2:18][CH2:19][CH:20]([NH:23][CH2:35][C:32]4[CH:33]=[CH:34][C:28]5[O:27][CH2:26][C:25](=[O:24])[NH:30][C:29]=5[CH:31]=4)[CH2:21][CH2:22]3)[CH2:7][C:6]2=1, predict the reactants needed to synthesize it. The reactants are: [CH3:1][O:2][C:3]1[CH:4]=[C:5]2[C:14](=[CH:15][CH:16]=1)[N:13]=[CH:12][C:11]1[S:10][CH2:9][CH:8]([N:17]3[CH2:22][CH2:21][CH:20]([NH2:23])[CH2:19][CH2:18]3)[CH2:7][C:6]2=1.[O:24]=[C:25]1[NH:30][C:29]2[CH:31]=[C:32]([CH:35]=O)[CH:33]=[CH:34][C:28]=2[O:27][CH2:26]1. (4) The reactants are: [Br:1][C:2]1[CH:10]=[CH:9][C:5]([C:6](O)=[O:7])=[CH:4][C:3]=1[O:11][CH2:12][CH2:13][CH2:14][CH3:15]. Given the product [Br:1][C:2]1[CH:10]=[CH:9][C:5]([CH2:6][OH:7])=[CH:4][C:3]=1[O:11][CH2:12][CH2:13][CH2:14][CH3:15], predict the reactants needed to synthesize it. (5) Given the product [CH3:1][C:2]1[CH:7]=[C:6]([NH:8][C:9]([C:11]2[CH:16]=[C:15]([C:32]3[CH:31]=[CH:30][N:29]=[C:28]([Cl:27])[CH:33]=3)[CH:14]=[C:13]([CH3:26])[N:12]=2)=[O:10])[CH:5]=[CH:4][N:3]=1, predict the reactants needed to synthesize it. The reactants are: [CH3:1][C:2]1[CH:7]=[C:6]([NH:8][C:9]([C:11]2[CH:16]=[C:15](B3OC(C)(C)C(C)(C)O3)[CH:14]=[C:13]([CH3:26])[N:12]=2)=[O:10])[CH:5]=[CH:4][N:3]=1.[Cl:27][C:28]1[CH:33]=[C:32](Br)[CH:31]=[CH:30][N:29]=1. (6) Given the product [C:33]([N:30]1[CH2:29][CH2:28][N:27]([C:24]2[CH:23]=[CH:22][C:21]([NH:20][C:17](=[O:19])[CH2:16][C:5]3[CH:6]=[CH:7][C:8]([C:9]4[CH:14]=[CH:13][N:12]=[C:11]([CH3:15])[CH:10]=4)=[C:3]([C:1]#[N:2])[CH:4]=3)=[N:26][CH:25]=2)[CH2:32][CH2:31]1)(=[O:35])[CH3:34], predict the reactants needed to synthesize it. The reactants are: [C:1]([C:3]1[CH:4]=[C:5]([CH2:16][C:17]([OH:19])=O)[CH:6]=[CH:7][C:8]=1[C:9]1[CH:14]=[CH:13][N:12]=[C:11]([CH3:15])[CH:10]=1)#[N:2].[NH2:20][C:21]1[N:26]=[CH:25][C:24]([N:27]2[CH2:32][CH2:31][N:30]([C:33](=[O:35])[CH3:34])[CH2:29][CH2:28]2)=[CH:23][CH:22]=1.CN(C=O)C.O.